Dataset: Reaction yield outcomes from USPTO patents with 853,638 reactions. Task: Predict the reaction yield, written as a fraction of the theoretical maximum amount of product (1.0 means a 100% yield; for example, 0.34 means a 34% yield). (1) The reactants are Cl.[CH2:2]([O:4][C:5](=[O:9])[CH:6]([CH3:8])[NH2:7])[CH3:3].[CH2:10]([O:14][C:15]1[CH:20]=[CH:19][C:18]([S:21](Cl)(=[O:23])=[O:22])=[CH:17][CH:16]=1)[C:11]#[C:12][CH3:13]. No catalyst specified. The product is [CH2:2]([O:4][C:5](=[O:9])[CH:6]([NH:7][S:21]([C:18]1[CH:17]=[CH:16][C:15]([O:14][CH2:10][C:11]#[C:12][CH3:13])=[CH:20][CH:19]=1)(=[O:23])=[O:22])[CH3:8])[CH3:3]. The yield is 0.580. (2) The reactants are [Cl:1][C:2]1[CH:3]=[C:4]([CH:16]=[C:17]([Cl:20])[C:18]=1[OH:19])[C:5]([NH:7][NH:8][C:9](=[O:15])[C:10]([O:12][CH2:13][CH3:14])=[O:11])=O. The catalyst is P(Cl)(Cl)(Cl)=O. The product is [Cl:1][C:2]1[CH:3]=[C:4]([C:5]2[O:15][C:9]([C:10]([O:12][CH2:13][CH3:14])=[O:11])=[N:8][N:7]=2)[CH:16]=[C:17]([Cl:20])[C:18]=1[OH:19]. The yield is 0.340. (3) The reactants are [OH:1][N:2]1[C:6](=[O:7])[CH2:5][CH2:4][C:3]1=[O:8].[CH3:9][O:10][C:11]([C@H:13]1[CH2:18][CH2:17][C@H:16]([C:19](O)=[O:20])[CH2:15][CH2:14]1)=[O:12]. The catalyst is C1COCC1. The product is [O:8]=[C:3]1[CH2:4][CH2:5][C:6](=[O:7])[N:2]1[O:1][C:19]([C@H:16]1[CH2:15][CH2:14][C@H:13]([C:11]([O:10][CH3:9])=[O:12])[CH2:18][CH2:17]1)=[O:20]. The yield is 0.780. (4) The reactants are [C:1]([O:5][C:6]([N:8]([CH2:26][C:27]([O:29][C:30]([CH3:33])([CH3:32])[CH3:31])=[O:28])[C:9]1[CH:14]=[CH:13][CH:12]=[C:11]([CH2:15][NH:16][S:17]([C:20]2[CH:21]=[N:22][CH:23]=[CH:24][CH:25]=2)(=[O:19])=[O:18])[N:10]=1)=[O:7])([CH3:4])([CH3:3])[CH3:2].[CH2:34]([C:43]1([C:46]2[CH:53]=[CH:52][C:49]([CH2:50]O)=[CH:48][CH:47]=2)[CH2:45][CH2:44]1)[CH2:35][CH2:36][CH2:37][CH2:38][CH2:39][CH2:40][CH2:41][CH3:42].C(P(CCCC)CCCC)CCC.CN(C)C(N=NC(N(C)C)=O)=O. The catalyst is O1CCCC1. The product is [C:1]([O:5][C:6]([N:8]([CH2:26][C:27]([O:29][C:30]([CH3:33])([CH3:32])[CH3:31])=[O:28])[C:9]1[CH:14]=[CH:13][CH:12]=[C:11]([CH:15]([CH2:50][C:49]2[CH:52]=[CH:53][C:46]([C:43]3([CH2:34][CH2:35][CH2:36][CH2:37][CH2:38][CH2:39][CH2:40][CH2:41][CH3:42])[CH2:44][CH2:45]3)=[CH:47][CH:48]=2)[NH:16][S:17]([C:20]2[CH:21]=[N:22][CH:23]=[CH:24][CH:25]=2)(=[O:19])=[O:18])[N:10]=1)=[O:7])([CH3:4])([CH3:3])[CH3:2]. The yield is 0.910. (5) The reactants are C(OC([N:8]1[CH2:13][CH2:12][CH:11]([C:14]2[N:15]([CH2:30][C@H:31]3[CH2:36][CH2:35][CH2:34][CH2:33][N:32]3[C:37]([O:39][CH2:40][C:41]3[CH:46]=[CH:45][CH:44]=[CH:43][CH:42]=3)=[O:38])[CH:16]=[C:17]([C:19]3[CH:24]=[CH:23][C:22]([F:25])=[C:21]([C:26]([F:29])([F:28])[F:27])[CH:20]=3)[N:18]=2)[CH2:10][CH2:9]1)=O)(C)(C)C.[ClH:47]. The catalyst is C(Cl)Cl. The product is [ClH:47].[ClH:47].[ClH:47].[F:25][C:22]1[CH:23]=[CH:24][C:19]([C:17]2[N:18]=[C:14]([CH:11]3[CH2:12][CH2:13][NH:8][CH2:9][CH2:10]3)[N:15]([CH2:30][C@H:31]3[CH2:36][CH2:35][CH2:34][CH2:33][N:32]3[C:37]([O:39][CH2:40][C:41]3[CH:46]=[CH:45][CH:44]=[CH:43][CH:42]=3)=[O:38])[CH:16]=2)=[CH:20][C:21]=1[C:26]([F:29])([F:27])[F:28]. The yield is 0.836. (6) The reactants are [H-].[H-].[H-].[H-].[Li+].[Al+3].[CH:7]([C@@H:11]1[N:16]([CH3:17])[C:15](=O)[CH2:14][NH:13][C:12]1=O)([CH2:9][CH3:10])[CH3:8].N1CCNCC1. The catalyst is C1COCC1.C(OCC)C. The product is [CH:7]([C@H:11]1[CH2:12][NH:13][CH2:14][CH2:15][N:16]1[CH3:17])([CH2:9][CH3:10])[CH3:8]. The yield is 0.820.